Dataset: Aqueous solubility values for 9,982 compounds from the AqSolDB database. Task: Regression/Classification. Given a drug SMILES string, predict its absorption, distribution, metabolism, or excretion properties. Task type varies by dataset: regression for continuous measurements (e.g., permeability, clearance, half-life) or binary classification for categorical outcomes (e.g., BBB penetration, CYP inhibition). For this dataset (solubility_aqsoldb), we predict Y. (1) The drug is [Cl-].[Cl-].[Mg+2]. The Y is 0.692 log mol/L. (2) The drug is CC1=C(CCC(=O)O)C(=O)NC1=O. The Y is -0.661 log mol/L.